Dataset: Catalyst prediction with 721,799 reactions and 888 catalyst types from USPTO. Task: Predict which catalyst facilitates the given reaction. (1) Reactant: [CH:1]([C:5]1[CH:6]=[C:7](/[CH:19]=[CH:20]/[C:21](=[O:29])[C:22]2[CH:27]=[CH:26][C:25]([CH3:28])=[CH:24][CH:23]=2)[CH:8]=[C:9]2[C:14]=1[O:13][C:12](=[O:15])[C:11]([C:16](O)=[O:17])=[CH:10]2)([CH2:3][CH3:4])[CH3:2].S(Cl)(Cl)=O.[CH3:34][NH2:35]. Product: [CH:1]([C:5]1[CH:6]=[C:7](/[CH:19]=[CH:20]/[C:21](=[O:29])[C:22]2[CH:27]=[CH:26][C:25]([CH3:28])=[CH:24][CH:23]=2)[CH:8]=[C:9]2[C:14]=1[O:13][C:12](=[O:15])[C:11]([C:16]([NH:35][CH3:34])=[O:17])=[CH:10]2)([CH2:3][CH3:4])[CH3:2]. The catalyst class is: 53. (2) Reactant: Cl[C:2]1[C:3]([CH3:22])=[N:4][C:5]2[C:10]([N:11]=1)=[C:9]([C:12]1[NH:20][C:19]3[CH2:18][CH2:17][NH:16][C:15](=[O:21])[C:14]=3[CH:13]=1)[CH:8]=[CH:7][CH:6]=2.[CH3:23][C:24]1[C:25]([Sn](CCCC)(CCCC)CCCC)=[N:26][CH:27]=[CH:28][CH:29]=1.[F-].[Cs+].CO.C(Cl)Cl. Product: [CH3:22][C:3]1[C:2]([C:25]2[C:24]([CH3:23])=[CH:29][CH:28]=[CH:27][N:26]=2)=[N:11][C:10]2[C:5](=[CH:6][CH:7]=[CH:8][C:9]=2[C:12]2[NH:20][C:19]3[CH2:18][CH2:17][NH:16][C:15](=[O:21])[C:14]=3[CH:13]=2)[N:4]=1. The catalyst class is: 555. (3) Product: [C:37](=[O:38])([O:39][CH2:40][C:41]1[CH:46]=[CH:45][CH:44]=[CH:43][CH:42]=1)[O:34][C@H:9]1[CH2:10][C@H:11]([N:13]2[CH:18]=[C:17]3[CH:19]=[C:20]([C:22]4[CH:27]=[CH:26][C:25]([CH2:28][CH2:29][CH2:30][CH2:31][CH3:32])=[CH:24][CH:23]=4)[O:21][C:16]3=[N:15][C:14]2=[O:33])[O:12][C@@H:8]1[CH2:7][O:6][Si:5]([C:1]([CH3:3])([CH3:2])[CH3:4])([CH3:36])[CH3:35]. Reactant: [C:1]([Si:5]([CH3:36])([CH3:35])[O:6][CH2:7][CH:8]1[O:12][CH:11]([N:13]2[CH:18]=[C:17]3[CH:19]=[C:20]([C:22]4[CH:27]=[CH:26][C:25]([CH2:28][CH2:29][CH2:30][CH2:31][CH3:32])=[CH:24][CH:23]=4)[O:21][C:16]3=[N:15][C:14]2=[O:33])[CH2:10][CH:9]1[OH:34])([CH3:4])([CH3:3])[CH3:2].[C:37](Cl)([O:39][CH2:40][C:41]1[CH:46]=[CH:45][CH:44]=[CH:43][CH:42]=1)=[O:38]. The catalyst class is: 79. (4) Reactant: S(S([O-])=O)([O-])=O.[Na+].[Na+].[CH2:9]([C:11]1[CH:16]=[C:15]([N+:17]([O-])=O)[CH:14]=[C:13]([CH2:20]C)[C:12]=1[NH:22][S:23]([C:26]1[CH:31]=[CH:30][C:29]([CH3:32])=[CH:28][CH:27]=1)(=[O:25])=[O:24])C.C(=O)([O-])[O-].[K+].[K+]. Product: [NH2:17][C:15]1[CH:14]=[C:13]([CH3:20])[C:12]([NH:22][S:23]([C:26]2[CH:31]=[CH:30][C:29]([CH3:32])=[CH:28][CH:27]=2)(=[O:25])=[O:24])=[C:11]([CH3:9])[CH:16]=1. The catalyst class is: 132. (5) Reactant: FC1C(O[C:9]([C:11]2[N:12]=[C:13]([C:37]3[CH:42]=[CH:41][C:40]([F:43])=[CH:39][CH:38]=3)[N:14]([CH2:19][CH2:20][C@@H:21]3[CH2:26][C@H:25]([CH2:27][C:28](OC(C)(C)C)=[O:29])[O:24]C(C)(C)[O:22]3)[C:15]=2[CH:16]([CH3:18])[CH3:17])=[O:10])=C(F)C(F)=C(F)C=1F.[CH2:48]([NH2:55])[C:49]1[CH:54]=[CH:53][CH:52]=[CH:51][CH:50]=1.CCN(C(C)C)C(C)C. Product: [CH2:48]([NH:55][C:9]([C:11]1[N:12]=[C:13]([C:37]2[CH:42]=[CH:41][C:40]([F:43])=[CH:39][CH:38]=2)[N:14]([CH2:19][CH2:20][C@@H:21]2[CH2:26][C@@H:25]([OH:24])[CH2:27][C:28](=[O:29])[O:22]2)[C:15]=1[CH:16]([CH3:18])[CH3:17])=[O:10])[C:49]1[CH:54]=[CH:53][CH:52]=[CH:51][CH:50]=1. The catalyst class is: 10. (6) Reactant: Cl[C:2]1[C:11]2[C:6](=[CH:7][C:8]([F:15])=[C:9]([N+:12]([O-:14])=[O:13])[CH:10]=2)[N:5]=[CH:4][N:3]=1.[Cl:16][C:17]1[CH:18]=[C:19]([CH:32]=[CH:33][C:34]=1[F:35])[NH:20][CH2:21][C:22]1[CH:27]=[CH:26][C:25]([O:28][CH3:29])=[C:24]([O:30][CH3:31])[CH:23]=1.C(=O)([O-])[O-].[Na+].[Na+]. Product: [Cl:16][C:17]1[CH:18]=[C:19]([N:20]([CH2:21][C:22]2[CH:27]=[CH:26][C:25]([O:28][CH3:29])=[C:24]([O:30][CH3:31])[CH:23]=2)[C:2]2[C:11]3[C:6](=[CH:7][C:8]([F:15])=[C:9]([N+:12]([O-:14])=[O:13])[CH:10]=3)[N:5]=[CH:4][N:3]=2)[CH:32]=[CH:33][C:34]=1[F:35]. The catalyst class is: 10.